From a dataset of CYP1A2 inhibition data for predicting drug metabolism from PubChem BioAssay. Regression/Classification. Given a drug SMILES string, predict its absorption, distribution, metabolism, or excretion properties. Task type varies by dataset: regression for continuous measurements (e.g., permeability, clearance, half-life) or binary classification for categorical outcomes (e.g., BBB penetration, CYP inhibition). Dataset: cyp1a2_veith. (1) The molecule is Cc1ccc(C(=O)NN2CCOCC2)cc1. The result is 0 (non-inhibitor). (2) The molecule is Nc1nc(-c2ccccc2)cc(-c2ccccc2O)n1. The result is 1 (inhibitor). (3) The compound is O=C(O)CCCc1ccc(N(CCCl)CCCl)cc1. The result is 0 (non-inhibitor). (4) The compound is CC(=O)C1=C(O)C=C(c2ccco2)CC1c1ccco1. The result is 1 (inhibitor). (5) The compound is CCOC(=O)C1C(=O)NC(C)C1c1ccccc1. The result is 1 (inhibitor). (6) The molecule is COc1ccc(-c2cc(-c3c(O)c(OC)c4occc4c3OC)[nH]n2)cc1OC. The result is 1 (inhibitor). (7) The drug is O=c1c(-c2nc3ccccc3s2)cccn1Cc1ccccc1. The result is 1 (inhibitor). (8) The drug is Cc1c(C(=O)O)sc2nc(C)n(C)c(=O)c12. The result is 0 (non-inhibitor). (9) The molecule is CC(C)(C)N1C(=O)[C@H]2CC[C@H]3/C(=N\OC[C@@H](O)COCc4ccco4)C[C@@H](O)[C@@H](O)[C@@H]3[C@@H]2C1=O. The result is 0 (non-inhibitor). (10) The compound is Cc1cccc(NC(=S)NNC(=O)c2csc3c2CCCC3)c1. The result is 1 (inhibitor).